From a dataset of Full USPTO retrosynthesis dataset with 1.9M reactions from patents (1976-2016). Predict the reactants needed to synthesize the given product. Given the product [Cl:10][C:11]1[CH:12]=[CH:13][C:14]([C:15]([N:43]([C@@H:44]([CH2:51][CH2:52][CH2:53][CH3:54])[CH2:45][N:46]2[CH2:47][CH:48]([OH:50])[CH2:49]2)[CH3:42])=[O:17])=[CH:18][CH:19]=1, predict the reactants needed to synthesize it. The reactants are: CCN(C(C)C)C(C)C.[Cl:10][C:11]1[CH:19]=[CH:18][C:14]([C:15]([OH:17])=O)=[CH:13][CH:12]=1.CN(C(ON1N=NC2C=CC=CC1=2)=[N+](C)C)C.[B-](F)(F)(F)F.[CH3:42][NH:43][C@@H:44]([CH2:51][CH2:52][CH2:53][CH3:54])[CH2:45][N:46]1[CH2:49][CH:48]([OH:50])[CH2:47]1.